From a dataset of Full USPTO retrosynthesis dataset with 1.9M reactions from patents (1976-2016). Predict the reactants needed to synthesize the given product. (1) Given the product [CH2:9]([N:8]1[CH2:7][C:6](=[O:23])[NH:5][CH:4]([CH2:24][C:25]2[CH:30]=[CH:29][CH:28]=[CH:27][CH:26]=2)[C:16]1=[O:17])[C:10]1[CH:15]=[CH:14][CH:13]=[CH:12][CH:11]=1, predict the reactants needed to synthesize it. The reactants are: COC(=O)[C@H:4]([CH2:24][C:25]1[CH:30]=[CH:29][CH:28]=[CH:27][CH:26]=1)[NH:5][C:6](=[O:23])[CH2:7][N:8]([C:16](OC(C)(C)C)=[O:17])[CH2:9][C:10]1[CH:15]=[CH:14][CH:13]=[CH:12][CH:11]=1.S(Cl)(Cl)=O. (2) Given the product [F:15][C:16]1[CH:17]=[C:18]([S:23]([NH:1][C:4]2[CH:13]=[CH:12][CH:11]=[C:10]3[C:5]=2[CH:6]=[CH:7][C:8]([NH:36][CH2:35][CH2:34][O:27][C:28]2[CH:33]=[CH:32][CH:31]=[CH:30][CH:29]=2)=[N:9]3)(=[O:25])=[O:24])[CH:19]=[C:20]([F:22])[CH:21]=1, predict the reactants needed to synthesize it. The reactants are: [N+:1]([C:4]1[CH:13]=[CH:12][CH:11]=[C:10]2[C:5]=1[CH:6]=[CH:7][C:8](Cl)=[N:9]2)([O-])=O.[F:15][C:16]1[CH:17]=[C:18]([S:23](Cl)(=[O:25])=[O:24])[CH:19]=[C:20]([F:22])[CH:21]=1.[O:27]([CH2:34][CH2:35][NH2:36])[C:28]1[CH:33]=[CH:32][CH:31]=[CH:30][CH:29]=1. (3) Given the product [CH:32]1([CH2:31][O:30][C:22]2[CH:23]=[CH:24][C:25]3[O:26][CH2:27][O:28][C:29]=3[C:21]=2[C:20]2[C:15]3[NH:14][C:13]([CH3:35])=[C:12]([C:10]([NH:9][C@H:6]4[CH2:7][CH2:8][C@H:3]([NH:2][C:40](=[O:39])[CH2:41][OH:42])[CH2:4][CH2:5]4)=[O:11])[C:16]=3[N:17]=[CH:18][N:19]=2)[CH2:34][CH2:33]1, predict the reactants needed to synthesize it. The reactants are: Cl.[NH2:2][C@H:3]1[CH2:8][CH2:7][C@H:6]([NH:9][C:10]([C:12]2[C:16]3[N:17]=[CH:18][N:19]=[C:20]([C:21]4[C:29]5[O:28][CH2:27][O:26][C:25]=5[CH:24]=[CH:23][C:22]=4[O:30][CH2:31][CH:32]4[CH2:34][CH2:33]4)[C:15]=3[NH:14][C:13]=2[CH3:35])=[O:11])[CH2:5][CH2:4]1.C([O:39][CH2:40][C:41](Cl)=[O:42])(=O)C. (4) Given the product [BrH:1].[N+:12]([C:9]1[CH:8]=[CH:7][C:6]([CH2:5][C@@H:4]([C:3]2[N:32]=[C:24]([C:25]3[CH:30]=[CH:29][CH:28]=[CH:27][CH:26]=3)[S:31][CH:2]=2)[NH2:15])=[CH:11][CH:10]=1)([O-:14])=[O:13], predict the reactants needed to synthesize it. The reactants are: [Br:1][CH2:2][C:3](=O)[C@@H:4]([NH:15]C(=O)OC(C)(C)C)[CH2:5][C:6]1[CH:11]=[CH:10][C:9]([N+:12]([O-:14])=[O:13])=[CH:8][CH:7]=1.[C:24]([NH2:32])(=[S:31])[C:25]1[CH:30]=[CH:29][CH:28]=[CH:27][CH:26]=1.C(OCC)C.